The task is: Predict which catalyst facilitates the given reaction.. This data is from Catalyst prediction with 721,799 reactions and 888 catalyst types from USPTO. (1) Reactant: [F:1][C:2]1[CH:7]=[CH:6][C:5]([S:8]([N:11]2[C:20]3[C:15](=[CH:16][CH:17]=[C:18]([NH2:21])[CH:19]=3)[CH2:14][CH2:13][CH2:12]2)(=[O:10])=[O:9])=[CH:4][CH:3]=1.C(N(CC)C(C)C)(C)C.[Cl:31][C:32]1[CH:40]=[CH:39][CH:38]=[C:37]([F:41])[C:33]=1[C:34](Cl)=[O:35]. Product: [Cl:31][C:32]1[CH:40]=[CH:39][CH:38]=[C:37]([F:41])[C:33]=1[C:34]([NH:21][C:18]1[CH:19]=[C:20]2[C:15]([CH2:14][CH2:13][CH2:12][N:11]2[S:8]([C:5]2[CH:6]=[CH:7][C:2]([F:1])=[CH:3][CH:4]=2)(=[O:9])=[O:10])=[CH:16][CH:17]=1)=[O:35]. The catalyst class is: 4. (2) Reactant: [C:1]([O:5][C:6]([N:8]1[CH2:13][CH2:12][CH:11]([CH2:14][C:15]([OH:17])=O)[CH2:10][CH2:9]1)=[O:7])([CH3:4])([CH3:3])[CH3:2].C(Cl)(=O)C([Cl:21])=O.CN(C=O)C. Product: [Cl:21][C:15](=[O:17])[CH2:14][CH:11]1[CH2:12][CH2:13][N:8]([C:6]([O:5][C:1]([CH3:4])([CH3:3])[CH3:2])=[O:7])[CH2:9][CH2:10]1. The catalyst class is: 2. (3) Reactant: [F:1][C:2]1[CH:22]=[CH:21][C:20]([C:23]([NH:25][C:26]2[CH:31]=[C:30]([CH3:32])[CH:29]=[CH:28][C:27]=2[F:33])=[O:24])=[CH:19][C:3]=1[O:4][C:5]1[CH:10]=[CH:9][N:8]=[C:7]([C:11]2[NH:15][CH:14]=[C:13]([C:16]([OH:18])=O)[CH:12]=2)[CH:6]=1.CN(C(ON1N=NC2C=CC=NC1=2)=[N+](C)C)C.F[P-](F)(F)(F)(F)F.C(N(CC)C(C)C)(C)C.Cl.[CH3:68][O:69][C:70](=[O:74])[CH2:71][CH2:72][NH2:73].Cl. Product: [F:1][C:2]1[CH:22]=[CH:21][C:20]([C:23]([NH:25][C:26]2[CH:31]=[C:30]([CH3:32])[CH:29]=[CH:28][C:27]=2[F:33])=[O:24])=[CH:19][C:3]=1[O:4][C:5]1[CH:10]=[CH:9][N:8]=[C:7]([C:11]2[NH:15][CH:14]=[C:13]([C:16]([NH:73][CH2:72][CH2:71][C:70]([O:69][CH3:68])=[O:74])=[O:18])[CH:12]=2)[CH:6]=1. The catalyst class is: 18. (4) Reactant: [NH2:1][C:2]1[N:6]([CH3:7])[N:5]=[C:4]([CH:8]2[CH2:10][CH2:9]2)[CH:3]=1.[Cl:11][C:12]1[N:17]=[CH:16][C:15]([C:18]#[C:19][C:20]2[CH:21]=[C:22]([NH:26][C:27](=O)[O:28]C3C=CC=CC=3)[CH:23]=[CH:24][CH:25]=2)=[CH:14][N:13]=1. Product: [Cl:11][C:12]1[N:13]=[CH:14][C:15]([C:18]#[C:19][C:20]2[CH:21]=[C:22]([NH:26][C:27]([NH:1][C:2]3[N:6]([CH3:7])[N:5]=[C:4]([CH:8]4[CH2:10][CH2:9]4)[CH:3]=3)=[O:28])[CH:23]=[CH:24][CH:25]=2)=[CH:16][N:17]=1. The catalyst class is: 531. (5) Reactant: [O:1]1[CH2:6][CH2:5][CH:4]([C:7]([OH:9])=O)[CH2:3][CH2:2]1.ON1C2C=CC=CC=2N=N1.[CH:20]1([N:24]2[CH2:30][CH2:29][C:28]3[CH:31]=[CH:32][C:33]([CH:35]4[CH2:40][CH2:39][NH:38][CH2:37][CH2:36]4)=[CH:34][C:27]=3[CH2:26][CH2:25]2)[CH2:23][CH2:22][CH2:21]1. The catalyst class is: 9. Product: [CH:20]1([N:24]2[CH2:30][CH2:29][C:28]3[CH:31]=[CH:32][C:33]([CH:35]4[CH2:40][CH2:39][N:38]([C:7]([CH:4]5[CH2:3][CH2:2][O:1][CH2:6][CH2:5]5)=[O:9])[CH2:37][CH2:36]4)=[CH:34][C:27]=3[CH2:26][CH2:25]2)[CH2:23][CH2:22][CH2:21]1. (6) Reactant: [CH3:1][O:2][C:3](=[O:21])[C:4]1[CH:9]=[C:8](C#C[Si](C)(C)C)[C:7]([NH:16][C:17](=O)[CH3:18])=[CH:6][C:5]=1[Cl:20].[F-].C([N+](CCCC)(CCCC)CCCC)CCC. Product: [Cl:20][C:5]1[CH:6]=[C:7]2[C:8]([CH:18]=[CH:17][NH:16]2)=[CH:9][C:4]=1[C:3]([O:2][CH3:1])=[O:21]. The catalyst class is: 1.